Dataset: Reaction yield outcomes from USPTO patents with 853,638 reactions. Task: Predict the reaction yield, written as a fraction of the theoretical maximum amount of product (1.0 means a 100% yield; for example, 0.34 means a 34% yield). The reactants are [Li]CCCC.[CH3:6][C@@H:7]1[C@H:11]([C:12]2[CH:17]=[CH:16][CH:15]=[CH:14][CH:13]=2)[O:10][C:9](=[O:18])[NH:8]1.ClC1C=CC(CCC(Cl)=O)=CC=1. The catalyst is C1COCC1. The product is [CH3:6][CH:7]1[CH:11]([C:12]2[CH:17]=[CH:16][CH:15]=[CH:14][CH:13]=2)[O:10][C:9](=[O:18])[NH:8]1. The yield is 0.480.